This data is from Full USPTO retrosynthesis dataset with 1.9M reactions from patents (1976-2016). The task is: Predict the reactants needed to synthesize the given product. (1) Given the product [NH:26]1[C:34]2[C:29](=[CH:30][CH:31]=[CH:32][CH:33]=2)[CH:28]=[C:27]1[C:35]1[S:36][CH:37]=[C:38]([C:40]([C:10]2[NH:11][C:19]3[C:14]([CH:12]=2)=[CH:15][CH:16]=[CH:17][CH:18]=3)=[O:42])[N:39]=1, predict the reactants needed to synthesize it. The reactants are: C1(C2SC=[C:10]([C:12]([C:14]3[CH:19]=[C:18](OC)[C:17](OC)=[C:16](OC)[CH:15]=3)=O)[N:11]=2)C=CC=CC=1.[NH:26]1[C:34]2[C:29](=[CH:30][CH:31]=[CH:32][CH:33]=2)[CH:28]=[C:27]1[C:35]1[S:36][CH2:37][CH:38]([C:40]([OH:42])=O)[N:39]=1.N[C@H](C(O)=O)CS. (2) Given the product [CH3:34][O:33][C:28]1[CH:29]=[CH:30][CH:31]=[CH:32][C:27]=1[CH2:26][O:25][CH2:24][CH2:23][CH2:22][O:21][C:18]1[CH:19]=[CH:20][C:15]([CH:14]2[CH2:13][CH2:12][N:11]([C:35]([O:37][C:38]([CH3:41])([CH3:40])[CH3:39])=[O:36])[CH2:10][CH:9]2[O:8][CH2:7][C:6]2[CH:42]=[CH:43][C:44]([CH3:45])=[C:4]([C:2](=[O:3])[NH:50][CH2:49][CH2:48][O:47][CH3:46])[CH:5]=2)=[CH:16][CH:17]=1, predict the reactants needed to synthesize it. The reactants are: Cl[C:2]([C:4]1[CH:5]=[C:6]([CH:42]=[CH:43][C:44]=1[CH3:45])[CH2:7][O:8][CH:9]1[CH:14]([C:15]2[CH:20]=[CH:19][C:18]([O:21][CH2:22][CH2:23][CH2:24][O:25][CH2:26][C:27]3[CH:32]=[CH:31][CH:30]=[CH:29][C:28]=3[O:33][CH3:34])=[CH:17][CH:16]=2)[CH2:13][CH2:12][N:11]([C:35]([O:37][C:38]([CH3:41])([CH3:40])[CH3:39])=[O:36])[CH2:10]1)=[O:3].[CH3:46][O:47][CH2:48][CH2:49][NH2:50]. (3) Given the product [O:29]1[C:24]2([CH2:36][CH2:37][N:21]([CH2:20][C:16]3[CH:15]=[C:14]([CH:19]=[CH:18][CH:17]=3)[CH2:13][CH2:12][O:11][CH2:10][CH2:9][C:8]([N:7]([CH2:39][CH2:40][N:41]([CH2:49][CH2:50][C:51]3[C:56]4[O:57][CH2:58][C:59](=[O:61])[NH:60][C:55]=4[C:54]([OH:62])=[CH:53][CH:52]=3)[C:42](=[O:48])[O:43][C:44]([CH3:47])([CH3:45])[CH3:46])[CH:1]3[CH2:6][CH2:5][CH2:4][CH2:3][CH2:2]3)=[O:38])[CH2:22][CH2:23]2)[CH2:25][NH:26][CH2:27][CH2:28]1, predict the reactants needed to synthesize it. The reactants are: [CH:1]1([N:7]([CH2:39][CH2:40][N:41]([CH2:49][CH2:50][C:51]2[C:56]3[O:57][CH2:58][C:59](=[O:61])[NH:60][C:55]=3[C:54]([OH:62])=[CH:53][CH:52]=2)[C:42](=[O:48])[O:43][C:44]([CH3:47])([CH3:46])[CH3:45])[C:8](=[O:38])[CH2:9][CH2:10][O:11][CH2:12][CH2:13][C:14]2[CH:19]=[CH:18][CH:17]=[C:16]([CH2:20][N:21]3[CH2:37][CH2:36][C:24]4([O:29][CH2:28][CH2:27][N:26](C(=O)C(F)(F)F)[CH2:25]4)[CH2:23][CH2:22]3)[CH:15]=2)[CH2:6][CH2:5][CH2:4][CH2:3][CH2:2]1.N.